From a dataset of Catalyst prediction with 721,799 reactions and 888 catalyst types from USPTO. Predict which catalyst facilitates the given reaction. (1) Reactant: [C:1]([NH:10][C:11]1[CH:16]=[CH:15][C:14]([CH:17]([CH3:21])[C:18]([OH:20])=[O:19])=[CH:13][CH:12]=1)(=[O:9])[C:2]1[C:3](=[CH:5][CH:6]=[CH:7][CH:8]=1)[OH:4].C(O)C.[OH-].[Na+:26]. Product: [C:1]([NH:10][C:11]1[CH:16]=[CH:15][C:14]([CH:17]([CH3:21])[C:18]([O-:20])=[O:19])=[CH:13][CH:12]=1)(=[O:9])[C:2]1[C:3](=[CH:5][CH:6]=[CH:7][CH:8]=1)[OH:4].[Na+:26]. The catalyst class is: 6. (2) The catalyst class is: 15. Reactant: [CH3:1][C:2]1[C:6]2[CH:7]=[C:8]([N+:12]([O-])=O)[CH:9]=[C:10]([CH3:11])[C:5]=2[O:4][N:3]=1.O.O.Cl[Sn]Cl.Cl.[OH-].[Na+]. Product: [CH3:1][C:2]1[C:6]2[CH:7]=[C:8]([NH2:12])[CH:9]=[C:10]([CH3:11])[C:5]=2[O:4][N:3]=1. (3) Reactant: [Cl:1][C:2]1[CH:11]=[CH:10][C:5]([C:6]([NH:8][NH2:9])=O)=[CH:4][C:3]=1[C:12]([F:15])([F:14])[F:13].I.CS[C:19](=[NH:28])[NH:20][C:21]1[CH:26]=[CH:25][C:24]([OH:27])=[CH:23][CH:22]=1. Product: [Cl:1][C:2]1[CH:11]=[CH:10][C:5]([C:6]2[NH:28][C:19]([NH:20][C:21]3[CH:26]=[CH:25][C:24]([OH:27])=[CH:23][CH:22]=3)=[N:9][N:8]=2)=[CH:4][C:3]=1[C:12]([F:15])([F:14])[F:13]. The catalyst class is: 17. (4) Reactant: [NH2:1][C:2]1[CH:10]=[CH:9][C:5]([C:6](O)=[O:7])=[CH:4][C:3]=1[N+:11]([O-:13])=[O:12].C(N=C=NC(C)C)(C)C.[NH2:23][NH2:24]. Product: [NH2:1][C:2]1[CH:10]=[CH:9][C:5]([C:6]([NH:23][NH2:24])=[O:7])=[CH:4][C:3]=1[N+:11]([O-:13])=[O:12]. The catalyst class is: 1. (5) Product: [Cl:1][C:2]1[CH:3]=[C:4]([C@@H:8]([OH:29])[CH2:9][NH:10][C@H:11]([CH3:28])[CH2:12][C:13]2[CH:27]=[CH:26][C:16]3[O:17][C@@H:18]([C:21]([OH:23])=[O:22])[CH2:19][O:20][C:15]=3[CH:14]=2)[CH:5]=[CH:6][CH:7]=1. The catalyst class is: 8. Reactant: [Cl:1][C:2]1[CH:3]=[C:4]([C@@H:8]([OH:29])[CH2:9][NH:10][C@H:11]([CH3:28])[CH2:12][C:13]2[CH:27]=[CH:26][C:16]3[O:17][C@@H:18]([C:21]([O:23]CC)=[O:22])[CH2:19][O:20][C:15]=3[CH:14]=2)[CH:5]=[CH:6][CH:7]=1.O.Cl. (6) Reactant: [N+:1]([C:4]1[CH:5]=[C:6]2[C:14](=[CH:15][CH:16]=1)[NH:13][C:12]1[CH2:11][CH2:10][CH2:9][CH2:8][C:7]2=1)([O-])=O.C(O)C.O.O.[Sn](Cl)Cl. Product: [CH2:11]1[C:12]2[NH:13][C:14]3[C:6](=[CH:5][C:4]([NH2:1])=[CH:16][CH:15]=3)[C:7]=2[CH2:8][CH2:9][CH2:10]1. The catalyst class is: 389. (7) Reactant: [CH3:1][C:2]1[C:6]2[CH:7]=[C:8]([OH:11])[CH:9]=[CH:10][C:5]=2[N:4]([CH2:12][C:13]2[CH:18]=[CH:17][C:16]([O:19][CH2:20][CH2:21][N:22]3[CH2:28][CH2:27][CH2:26][CH2:25][CH2:24][CH2:23]3)=[CH:15][CH:14]=2)[C:3]=1[C:29]1[CH:34]=[CH:33][C:32]([OH:35])=[CH:31][CH:30]=1.Cl. Product: [CH3:1][C:2]1[C:6]2[CH:7]=[C:8]([OH:11])[CH:9]=[CH:10][C:5]=2[N:4]([CH2:12][C:13]2[CH:14]=[CH:15][C:16]([O:19][CH2:20][CH2:21][N:22]3[CH2:23][CH2:24][CH2:25][CH2:26][CH2:27][CH2:28]3)=[CH:17][CH:18]=2)[C:3]=1[C:29]1[CH:34]=[CH:33][C:32]([OH:35])=[CH:31][CH:30]=1. The catalyst class is: 16. (8) Reactant: [CH3:1][S:2](Cl)(=[O:4])=[O:3].[F:6][C:7]([F:34])([F:33])[S:8]([O:11][C:12]1[C:13]([NH2:32])=[CH:14][C:15]2[O:19][C:18]([C:20]3[CH:25]=[CH:24][C:23]([F:26])=[CH:22][CH:21]=3)=[C:17]([C:27](=[O:30])[NH:28][CH3:29])[C:16]=2[CH:31]=1)(=[O:10])=[O:9].CCN(C(C)C)C(C)C. Product: [F:34][C:7]([F:6])([F:33])[S:8]([O:11][C:12]1[C:13]([N:32]([S:2]([CH3:1])(=[O:4])=[O:3])[S:2]([CH3:1])(=[O:4])=[O:3])=[CH:14][C:15]2[O:19][C:18]([C:20]3[CH:21]=[CH:22][C:23]([F:26])=[CH:24][CH:25]=3)=[C:17]([C:27](=[O:30])[NH:28][CH3:29])[C:16]=2[CH:31]=1)(=[O:10])=[O:9]. The catalyst class is: 91. (9) Reactant: [C:1]([OH:7])([C:3]([F:6])([F:5])[F:4])=[O:2].O.C(OC([N:16]1[CH2:20][CH2:19][CH2:18][C@H:17]1[CH2:21][O:22][C:23]1[CH:24]=[C:25]([N:29]2[CH2:35][CH:34]3[CH2:36][CH:31]([CH2:32][CH2:33]3)[CH2:30]2)[CH:26]=[N:27][CH:28]=1)=O)(C)(C)C. Product: [F:4][C:3]([F:6])([F:5])[C:1]([OH:7])=[O:2].[NH:16]1[CH2:20][CH2:19][CH2:18][C@H:17]1[CH2:21][O:22][C:23]1[CH:24]=[C:25]([N:29]2[CH2:30][CH:31]3[CH2:36][CH:34]([CH2:33][CH2:32]3)[CH2:35]2)[CH:26]=[N:27][CH:28]=1. The catalyst class is: 2. (10) Reactant: [BH4-].[Na+].[F:3][C:4]1[CH:5]=[C:6]([C:14]2[CH2:15][CH2:16][CH2:17][N:18]=2)[C:7]2[O:12][CH2:11][CH2:10][O:9][C:8]=2[CH:13]=1. Product: [F:3][C:4]1[CH:5]=[C:6]([CH:14]2[CH2:15][CH2:16][CH2:17][NH:18]2)[C:7]2[O:12][CH2:11][CH2:10][O:9][C:8]=2[CH:13]=1. The catalyst class is: 24.